Dataset: Peptide-MHC class II binding affinity with 134,281 pairs from IEDB. Task: Regression. Given a peptide amino acid sequence and an MHC pseudo amino acid sequence, predict their binding affinity value. This is MHC class II binding data. The peptide sequence is FPEQPEQPYPEQ. The MHC is DRB1_0401 with pseudo-sequence DRB1_0401. The binding affinity (normalized) is 0.